This data is from Catalyst prediction with 721,799 reactions and 888 catalyst types from USPTO. The task is: Predict which catalyst facilitates the given reaction. Reactant: [CH3:1][O:2][C:3](=[O:41])[C@H:4]([NH:27][S:28]([C:31]1[CH:40]=[CH:39][C:34]2[N:35]=[C:36](Cl)[S:37][C:33]=2[CH:32]=1)(=[O:30])=[O:29])[CH2:5][C:6]1[CH:11]=[CH:10][C:9]([O:12][CH2:13][CH2:14][CH2:15][N:16]2[C:20](=[O:21])[C:19]3=[CH:22][CH:23]=[CH:24][CH:25]=[C:18]3[C:17]2=[O:26])=[CH:8][CH:7]=1.C([O-])([O-])=O.[K+].[K+].O.[CH2:49]([O:51][C:52](=O)[CH3:53])C. Product: [CH3:1][O:2][C:3](=[O:41])[C@H:4]([NH:27][S:28]([C:31]1[CH:40]=[CH:39][C:34]2[N:35]=[C:36]([S:28][C:31]3[CH:40]=[CH:53][C:52]([O:51][CH3:49])=[CH:33][CH:32]=3)[S:37][C:33]=2[CH:32]=1)(=[O:30])=[O:29])[CH2:5][C:6]1[CH:11]=[CH:10][C:9]([O:12][CH2:13][CH2:14][CH2:15][N:16]2[C:20](=[O:21])[C:19]3=[CH:22][CH:23]=[CH:24][CH:25]=[C:18]3[C:17]2=[O:26])=[CH:8][CH:7]=1. The catalyst class is: 23.